This data is from Full USPTO retrosynthesis dataset with 1.9M reactions from patents (1976-2016). The task is: Predict the reactants needed to synthesize the given product. (1) Given the product [F:17][C:13]1[CH:12]=[C:11]([CH:9]([O:8][C:4]2[CH:5]=[N:6][CH:7]=[C:2]([N:18]3[CH2:23][CH2:22][NH:21][CH2:20][CH2:19]3)[N:3]=2)[CH3:10])[CH:16]=[CH:15][CH:14]=1, predict the reactants needed to synthesize it. The reactants are: Cl[C:2]1[CH:7]=[N:6][CH:5]=[C:4]([O:8][CH:9]([C:11]2[CH:16]=[CH:15][CH:14]=[C:13]([F:17])[CH:12]=2)[CH3:10])[N:3]=1.[NH:18]1[CH2:23][CH2:22][NH:21][CH2:20][CH2:19]1.C([O-])([O-])=O.[K+].[K+].C(OCC)(=O)C. (2) Given the product [CH:1](=[N:17][C:15]1[CH:16]=[C:11]([O:10][CH3:9])[C:12]([NH:18][CH3:19])=[N:13][CH:14]=1)[C:2]1[CH:7]=[CH:6][CH:5]=[CH:4][CH:3]=1, predict the reactants needed to synthesize it. The reactants are: [CH:1](=O)[C:2]1[CH:7]=[CH:6][CH:5]=[CH:4][CH:3]=1.[CH3:9][O:10][C:11]1[C:12]([NH:18][CH3:19])=[N:13][CH:14]=[C:15]([NH2:17])[CH:16]=1. (3) Given the product [CH3:1][O:2][C:3]1[CH:26]=[C:25]([O:27][CH3:28])[CH:24]=[CH:23][C:4]=1[CH2:5][N:6]1[CH2:14][C:13]2[C:8](=[CH:9][CH:10]=[CH:11][C:12]=2[O:16][CH2:17][CH2:18][N:19]([CH3:21])[CH3:20])[CH2:7]1, predict the reactants needed to synthesize it. The reactants are: [CH3:1][O:2][C:3]1[CH:26]=[C:25]([O:27][CH3:28])[CH:24]=[CH:23][C:4]=1[CH2:5][N:6]1[C:14](=O)[C:13]2[C:8](=[CH:9][CH:10]=[CH:11][C:12]=2[O:16][CH2:17][CH2:18][N:19]([CH3:21])[CH3:20])[C:7]1=O.[H-].[Al+3].[Li+].[H-].[H-].[H-].C1COCC1. (4) Given the product [CH2:1]([O:4][NH:5][CH:6]1[CH2:11][NH:10][CH2:9][C:8]2[O:19][N:20]=[CH:21][C:7]1=2)[CH:2]=[CH2:3], predict the reactants needed to synthesize it. The reactants are: [CH2:1]([O:4][NH:5][CH:6]1[CH2:11][N:10](C(OC(C)(C)C)=O)[CH2:9][C:8]2[O:19][N:20]=[CH:21][C:7]1=2)[CH:2]=[CH2:3].Cl.[OH-].[NH4+]. (5) Given the product [CH2:12]([C:3]1([C:7]([O:9][CH2:10][CH3:11])=[O:8])[CH2:4][CH2:5][CH2:6][CH:2]1[O:1][C:20](=[O:21])[C:19]1[CH:23]=[CH:24][CH:25]=[CH:26][C:18]=1[CH3:17])[CH3:13], predict the reactants needed to synthesize it. The reactants are: [OH:1][CH:2]1[CH2:6][CH2:5][CH2:4][C:3]1([CH2:12][CH3:13])[C:7]([O:9][CH2:10][CH3:11])=[O:8].C(Cl)Cl.[CH3:17][C:18]1[CH:26]=[CH:25][CH:24]=[CH:23][C:19]=1[C:20](Cl)=[O:21]. (6) Given the product [C:30]([N:29]1[C:25]([C:22]2[CH:21]=[CH:20][C:19]([Cl:18])=[CH:24][CH:23]=2)=[CH:26][C:27]([CH2:34][NH:17][CH2:16][CH2:15][N:12]2[CH2:13][CH2:14][N:9]([C:3]3[CH:4]=[CH:5][C:6]([CH3:8])=[CH:7][C:2]=3[CH3:1])[CH2:10][CH2:11]2)=[N:28]1)([CH3:33])([CH3:32])[CH3:31], predict the reactants needed to synthesize it. The reactants are: [CH3:1][C:2]1[CH:7]=[C:6]([CH3:8])[CH:5]=[CH:4][C:3]=1[N:9]1[CH2:14][CH2:13][N:12]([CH2:15][CH2:16][NH2:17])[CH2:11][CH2:10]1.[Cl:18][C:19]1[CH:24]=[CH:23][C:22]([C:25]2[N:29]([C:30]([CH3:33])([CH3:32])[CH3:31])[N:28]=[C:27]([CH:34]=O)[CH:26]=2)=[CH:21][CH:20]=1.